From a dataset of Forward reaction prediction with 1.9M reactions from USPTO patents (1976-2016). Predict the product of the given reaction. (1) Given the reactants [CH3:1][O:2][C:3](=[O:16])[C:4]1[CH:12]=[C:11]([N+:13]([O-:15])=[O:14])[CH:10]=[C:6]([C:7](O)=[O:8])[CH:5]=1.S(Cl)([Cl:19])=O, predict the reaction product. The product is: [CH3:1][O:2][C:3](=[O:16])[C:4]1[CH:12]=[C:11]([N+:13]([O-:15])=[O:14])[CH:10]=[C:6]([C:7]([Cl:19])=[O:8])[CH:5]=1. (2) Given the reactants [CH2:1]([NH:5][CH2:6][CH2:7]O)[CH2:2][CH2:3][CH3:4].[Cl-].[N-:10]=[N+:11]=[N-:12].[Na+].C([O-])(O)=O.[Na+].[Cl:19][CH2:20][C:21](O[C:21](=[O:22])[CH2:20][Cl:19])=[O:22], predict the reaction product. The product is: [CH2:1]([N:5]([CH2:6][CH2:7][N:10]=[N+:11]=[N-:12])[C:21](=[O:22])[CH2:20][Cl:19])[CH2:2][CH2:3][CH3:4].